Dataset: Catalyst prediction with 721,799 reactions and 888 catalyst types from USPTO. Task: Predict which catalyst facilitates the given reaction. Reactant: Cl[C:2]1[CH:7]=[CH:6][N:5]=[C:4]2[NH:8][CH:9]=[CH:10][C:3]=12.[OH-].[Na+].CO.[C:15](=O)=[O:16]. Product: [CH3:15][O:16][C:2]1[CH:7]=[CH:6][N:5]=[C:4]2[NH:8][CH:9]=[CH:10][C:3]=12. The catalyst class is: 6.